This data is from Catalyst prediction with 721,799 reactions and 888 catalyst types from USPTO. The task is: Predict which catalyst facilitates the given reaction. (1) Reactant: [CH3:1][NH:2][CH3:3].[C:4](O)(=O)C.C=O.[F:10][C:11]1[CH:16]=[C:15]([I:17])[CH:14]=[CH:13][C:12]=1[NH:18][C:19]1[N:24]([CH3:25])[C:23](=[O:26])[C:22]2[CH:27]=[CH:28][O:29][C:21]=2[C:20]=1[C:30]([O:32][CH3:33])=[O:31]. Product: [CH3:1][N:2]([CH2:4][C:28]1[O:29][C:21]2[C:20]([C:30]([O:32][CH3:33])=[O:31])=[C:19]([NH:18][C:12]3[CH:13]=[CH:14][C:15]([I:17])=[CH:16][C:11]=3[F:10])[N:24]([CH3:25])[C:23](=[O:26])[C:22]=2[CH:27]=1)[CH3:3]. The catalyst class is: 1. (2) Reactant: [Br:1][C:2]1[CH:3]=[C:4]2[C:9](=[CH:10][CH:11]=1)[C:8](Cl)=[N:7][CH:6]=[CH:5]2.[CH3:13][C:14]1[CH:19]=[C:18]([C:20]2[N:25]=[CH:24][C:23]([CH2:26][NH2:27])=[CH:22][CH:21]=2)[CH:17]=[CH:16][N:15]=1. Product: [Br:1][C:2]1[CH:3]=[C:4]2[C:9](=[CH:10][CH:11]=1)[C:8]([NH:27][CH2:26][C:23]1[CH:24]=[N:25][C:20]([C:18]3[CH:17]=[CH:16][N:15]=[C:14]([CH3:13])[CH:19]=3)=[CH:21][CH:22]=1)=[N:7][CH:6]=[CH:5]2. The catalyst class is: 114.